Dataset: Retrosynthesis with 50K atom-mapped reactions and 10 reaction types from USPTO. Task: Predict the reactants needed to synthesize the given product. (1) Given the product O=C(O)c1cc([N+](=O)[O-])ccc1N1CCOCC1, predict the reactants needed to synthesize it. The reactants are: C1COCCN1.O=C(O)c1cc([N+](=O)[O-])ccc1Cl. (2) Given the product O=C1COCC(CO)(c2cc(Br)cnc2Cl)N1, predict the reactants needed to synthesize it. The reactants are: O=C(CCl)NC(CO)(CO)c1cc(Br)cnc1Cl. (3) Given the product CSc1cc(Cl)c(Oc2cc(C)nc(F)c2)cc1Cl, predict the reactants needed to synthesize it. The reactants are: CSc1cc(Cl)c(O)cc1Cl.Cc1cc(F)cc(F)n1.